This data is from Reaction yield outcomes from USPTO patents with 853,638 reactions. The task is: Predict the reaction yield, written as a fraction of the theoretical maximum amount of product (1.0 means a 100% yield; for example, 0.34 means a 34% yield). (1) The reactants are CO.[F:3][C:4]1[CH:5]=[CH:6][C:7]([C@@H:10]2[CH2:14][N:13]([C:15]([O:17][C:18]([CH3:21])([CH3:20])[CH3:19])=[O:16])[CH2:12][C@H:11]2[C:22]([O:24]C)=[O:23])=[N:8][CH:9]=1.[OH-].[Na+]. The catalyst is O. The product is [C:18]([O:17][C:15]([N:13]1[CH2:14][C@@H:10]([C:7]2[CH:6]=[CH:5][C:4]([F:3])=[CH:9][N:8]=2)[C@H:11]([C:22]([OH:24])=[O:23])[CH2:12]1)=[O:16])([CH3:21])([CH3:19])[CH3:20]. The yield is 0.850. (2) The reactants are C[N:2]1[CH2:7]COCC1.ClC(OCC)=[O:10].[C:14]([CH2:16][CH2:17][O:18][C:19]([CH2:21][C:22]1([CH2:28]C(O)=O)[CH2:27][CH2:26][CH2:25][CH2:24][CH2:23]1)=[O:20])#[N:15].[N-]=[N+]=[N-].[Na+]. The catalyst is C1COCC1. The product is [N:2]([CH2:28][C:22]1([CH2:21][C:19]([O:18][CH2:17][CH2:16][C:14]#[N:15])=[O:20])[CH2:23][CH2:24][CH2:25][CH2:26][CH2:27]1)=[C:7]=[O:10]. The yield is 0.640. (3) The reactants are [F-].C([N+](CCCC)(CCCC)CCCC)CCC.C[Si]([C:23]#[C:24][C:25]1[CH:26]=[N:27][CH:28]=[C:29]([CH:32]=1)[C:30]#[N:31])(C)C.I[C:34]1[CH:35]=[C:36]([CH:39]=[CH:40][CH:41]=1)[CH2:37][OH:38]. The catalyst is O1CCCC1.C(N(CC)CC)C.[Br-].[Zn+2].[Br-].C1C=CC([P]([Pd]([P](C2C=CC=CC=2)(C2C=CC=CC=2)C2C=CC=CC=2)([P](C2C=CC=CC=2)(C2C=CC=CC=2)C2C=CC=CC=2)[P](C2C=CC=CC=2)(C2C=CC=CC=2)C2C=CC=CC=2)(C2C=CC=CC=2)C2C=CC=CC=2)=CC=1. The product is [OH:38][CH2:37][C:36]1[CH:35]=[C:34]([C:23]#[C:24][C:25]2[CH:26]=[N:27][CH:28]=[C:29]([CH:32]=2)[C:30]#[N:31])[CH:41]=[CH:40][CH:39]=1. The yield is 0.490. (4) The reactants are [CH2:1]([C:3]1([C:18]2[CH:19]=[C:20]([NH2:24])[CH:21]=[CH:22][CH:23]=2)[CH:8]2[CH:4]1[CH2:5][N:6]([CH2:9][CH2:10][CH2:11][C:12]1C=CC=[CH:14][CH:13]=1)[CH2:7]2)[CH3:2].[CH2:25]([S:27](Cl)(=[O:29])=[O:28])[CH3:26]. The catalyst is N1C=CC=CC=1. The product is [CH2:1]([C:3]1([C:18]2[CH:19]=[C:20]([NH:24][S:27]([CH2:25][CH3:26])(=[O:29])=[O:28])[CH:21]=[CH:22][CH:23]=2)[CH:8]2[CH:4]1[CH2:5][N:6]([CH2:9][CH2:10][CH2:11][CH2:12][CH2:13][CH3:14])[CH2:7]2)[CH3:2]. The yield is 0.310. (5) The reactants are [OH:1][C:2]1[CH:11]=[C:10]2[C:5]([C:6]([O:12][C:13]3[CH:25]=[CH:24][C:16]4[C:17]([C:21]([OH:23])=O)=[C:18]([CH3:20])[O:19][C:15]=4[CH:14]=3)=[CH:7][CH:8]=[N:9]2)=[CH:4][CH:3]=1.CN(C(ON1N=NC2[CH:37]=[CH:38][CH:39]=[N:40]C1=2)=[N+](C)C)C.F[P-](F)(F)(F)(F)F.C(N(CC)CC)C.C1(N)CC1. The catalyst is CN(C=O)C.O. The product is [CH:39]1([NH:40][C:21]([C:17]2[C:16]3[CH:24]=[CH:25][C:13]([O:12][C:6]4[C:5]5[C:10](=[CH:11][C:2]([OH:1])=[CH:3][CH:4]=5)[N:9]=[CH:8][CH:7]=4)=[CH:14][C:15]=3[O:19][C:18]=2[CH3:20])=[O:23])[CH2:37][CH2:38]1. The yield is 0.770. (6) The reactants are [Br:1][C:2]1[CH:7]=[CH:6][C:5]([S:8]([CH3:11])(=[O:10])=[O:9])=[C:4](F)[CH:3]=1.CS(CCO)(=O)=[O:15].[H-].[Na+].Cl. The catalyst is CN(C=O)C. The product is [Br:1][C:2]1[CH:7]=[CH:6][C:5]([S:8]([CH3:11])(=[O:10])=[O:9])=[C:4]([OH:15])[CH:3]=1. The yield is 0.860.